Dataset: Full USPTO retrosynthesis dataset with 1.9M reactions from patents (1976-2016). Task: Predict the reactants needed to synthesize the given product. (1) Given the product [Cl:43][C:30]1[CH:29]=[C:28]([NH:27][C:23]2[C:22]3[C:16]4[CH2:15][CH2:14][C:13]5[C:18](=[CH:19][N:11]([CH2:10][CH2:9][OH:8])[N:12]=5)[C:17]=4[S:20][C:21]=3[N:26]=[CH:25][N:24]=2)[CH:33]=[CH:32][C:31]=1[O:34][CH2:35][C:36]1[CH:41]=[CH:40][CH:39]=[C:38]([F:42])[CH:37]=1, predict the reactants needed to synthesize it. The reactants are: [Si]([O:8][CH2:9][CH2:10][N:11]1[CH:19]=[C:18]2[C:13]([CH2:14][CH2:15][C:16]3[C:22]4=[C:23]([NH:27][C:28]5[CH:33]=[CH:32][C:31]([O:34][CH2:35][C:36]6[CH:41]=[CH:40][CH:39]=[C:38]([F:42])[CH:37]=6)=[C:30]([Cl:43])[CH:29]=5)[N:24]=[CH:25][N:26]=[C:21]4[S:20][C:17]=32)=[N:12]1)(C(C)(C)C)(C)C.Cl. (2) Given the product [Cl:53][C:54]1[CH:55]=[C:56]([CH2:57][NH:58][C:9](=[O:10])[CH:8]([N:5]2[CH2:4][CH2:3][N:2]([CH3:1])[CH2:7][CH2:6]2)[C:12]2[C:21]3[C:16](=[CH:17][CH:18]=[CH:19][CH:20]=3)[CH:15]=[CH:14][CH:13]=2)[CH:59]=[C:60]([Cl:62])[CH:61]=1, predict the reactants needed to synthesize it. The reactants are: [CH3:1][N:2]1[CH2:7][CH2:6][N:5]([CH:8]([C:12]2[C:21]3[C:16](=[CH:17][CH:18]=[CH:19][CH:20]=3)[CH:15]=[CH:14][CH:13]=2)[C:9](O)=[O:10])[CH2:4][CH2:3]1.CCN(C(C)C)C(C)C.CN(C(ON1N=NC2C=CC=CC1=2)=[N+](C)C)C.[B-](F)(F)(F)F.[Cl:53][C:54]1[CH:55]=[C:56]([CH:59]=[C:60]([Cl:62])[CH:61]=1)[CH2:57][NH2:58].